Dataset: Catalyst prediction with 721,799 reactions and 888 catalyst types from USPTO. Task: Predict which catalyst facilitates the given reaction. (1) Reactant: [CH2:1]([O:8][C:9](=[O:24])[C@@H:10]([NH:16][C:17]([O:19][C:20]([CH3:23])([CH3:22])[CH3:21])=[O:18])[CH2:11][CH2:12][C:13]([OH:15])=O)[C:2]1[CH:7]=[CH:6][CH:5]=[CH:4][CH:3]=1.CN(C(ON1N=NC2C=CC=NC1=2)=[N+](C)C)C.F[P-](F)(F)(F)(F)F.CCN(C(C)C)C(C)C.[CH2:58]([NH2:65])[C:59]1[CH:64]=[CH:63][CH:62]=[CH:61][CH:60]=1. Product: [CH2:1]([O:8][C:9](=[O:24])[C@@H:10]([NH:16][C:17]([O:19][C:20]([CH3:23])([CH3:22])[CH3:21])=[O:18])[CH2:11][CH2:12][C:13](=[O:15])[NH:65][CH2:58][C:59]1[CH:64]=[CH:63][CH:62]=[CH:61][CH:60]=1)[C:2]1[CH:3]=[CH:4][CH:5]=[CH:6][CH:7]=1. The catalyst class is: 3. (2) Reactant: [NH2:1][C:2]1[C:3]([N:9]2[CH2:14][CH2:13][N:12]([C:15]([O:17][C:18]([CH3:21])([CH3:20])[CH3:19])=[O:16])[CH2:11][CH2:10]2)=[N:4][CH:5]=[C:6]([Br:8])[N:7]=1.CO[C:24](OC)([N:26]([CH3:28])[CH3:27])[CH3:25]. Product: [Br:8][C:6]1[N:7]=[C:2]([N:1]=[C:24]([N:26]([CH3:28])[CH3:27])[CH3:25])[C:3]([N:9]2[CH2:10][CH2:11][N:12]([C:15]([O:17][C:18]([CH3:21])([CH3:20])[CH3:19])=[O:16])[CH2:13][CH2:14]2)=[N:4][CH:5]=1. The catalyst class is: 11. (3) Product: [NH2:28][C:27]1[CH:11]([CH2:10][CH2:9][C:8]([N:7]([CH:1]2[CH2:6][CH2:5][CH2:4][CH2:3][CH2:2]2)[CH3:30])=[O:29])[CH2:12][C:13]2[C:14](=[CH:15][CH:16]=[C:17]([O:19][C:20]3[CH:21]=[CH:22][CH:23]=[CH:24][CH:25]=3)[CH:18]=2)[N:26]=1. Reactant: [CH:1]1([N:7]([CH3:30])[C:8](=[O:29])[CH2:9][CH2:10][CH:11]([C:27]#[N:28])[CH2:12][C:13]2[CH:18]=[C:17]([O:19][C:20]3[CH:25]=[CH:24][CH:23]=[CH:22][CH:21]=3)[CH:16]=[CH:15][C:14]=2[NH2:26])[CH2:6][CH2:5][CH2:4][CH2:3][CH2:2]1.[Cl-].[Al+3].[Cl-].[Cl-]. The catalyst class is: 11. (4) The catalyst class is: 15. Product: [Br:15][C:16]1[CH:21]=[CH:20][C:19]([C:22]2[S:24][C:9]3[CH2:10][CH2:11][N:5]([CH:1]4[CH2:4][CH2:3][CH2:2]4)[CH2:6][CH2:7][C:8]=3[N:23]=2)=[CH:18][CH:17]=1. Reactant: [CH:1]1([N:5]2[CH2:11][CH2:10][CH2:9][C:8](=O)[CH2:7][CH2:6]2)[CH2:4][CH2:3][CH2:2]1.BrBr.[Br:15][C:16]1[CH:21]=[CH:20][C:19]([C:22](=[S:24])[NH2:23])=[CH:18][CH:17]=1. (5) Reactant: [Br:1][C:2]1[CH:3]=[CH:4][C:5]([NH2:8])=[N:6][CH:7]=1.C(O)(=O)C.[CH2:13](OC(OCC)OCC)C.[N-:23]=[N+:24]=[N-:25].[Na+]. Product: [Br:1][C:2]1[CH:3]=[CH:4][C:5]([N:8]2[CH:13]=[N:25][N:24]=[N:23]2)=[N:6][CH:7]=1. The catalyst class is: 6. (6) Reactant: [CH:1]1([CH2:4][O:5][C:6]2[C:11]([O:12][CH3:13])=[CH:10][CH:9]=[CH:8][C:7]=2/[CH:14]=[CH:15]/[C:16]([O:18]C)=[O:17])[CH2:3][CH2:2]1.O[Li].O.Cl. Product: [CH:1]1([CH2:4][O:5][C:6]2[C:11]([O:12][CH3:13])=[CH:10][CH:9]=[CH:8][C:7]=2/[CH:14]=[CH:15]/[C:16]([OH:18])=[O:17])[CH2:2][CH2:3]1. The catalyst class is: 200. (7) Reactant: [CH2:1]=[C:2]1[CH2:7][CH2:6][CH2:5][CH2:4][CH2:3]1.B1C2CCCC1CCC2.[OH-].[Na+].[C:19]([O:23][C:24]([N:26]1[CH2:31][CH2:30][N:29]([C:32]2[O:33][C:34]3[C:40](Br)=[CH:39][C:38]([Cl:42])=[CH:37][C:35]=3[N:36]=2)[C@@H:28]([CH3:43])[CH2:27]1)=[O:25])([CH3:22])([CH3:21])[CH3:20].C(=O)([O-])[O-].[K+].[K+]. Product: [C:19]([O:23][C:24]([N:26]1[CH2:31][CH2:30][N:29]([C:32]2[O:33][C:34]3[C:40]([CH2:1][CH:2]4[CH2:7][CH2:6][CH2:5][CH2:4][CH2:3]4)=[CH:39][C:38]([Cl:42])=[CH:37][C:35]=3[N:36]=2)[C@@H:28]([CH3:43])[CH2:27]1)=[O:25])([CH3:22])([CH3:21])[CH3:20]. The catalyst class is: 1. (8) Reactant: [ClH:1].C(OC([N:9]1[CH2:23][C:12]2=[C:13]3[N:18]([N:19]=[C:11]2[CH2:10]1)[C:17]([CH3:20])=[C:16]([CH3:21])[C:15]([CH3:22])=[N:14]3)=O)(C)(C)C. Product: [ClH:1].[CH3:22][C:15]1[C:16]([CH3:21])=[C:17]([CH3:20])[N:18]2[C:13]([N:14]=1)=[C:12]1[CH2:23][NH:9][CH2:10][C:11]1=[N:19]2. The catalyst class is: 12.